Dataset: Full USPTO retrosynthesis dataset with 1.9M reactions from patents (1976-2016). Task: Predict the reactants needed to synthesize the given product. (1) Given the product [F:1][C:2]1[C:7]([F:8])=[C:6]([F:9])[CH:5]=[CH:4][C:3]=1[C:10]1[CH:19]=[CH:18][C:17]([N+:20]([O-:22])=[O:21])=[CH:16][C:11]=1[C:12]([OH:14])=[O:13], predict the reactants needed to synthesize it. The reactants are: [F:1][C:2]1[C:7]([F:8])=[C:6]([F:9])[CH:5]=[CH:4][C:3]=1[C:10]1[CH:19]=[CH:18][C:17]([N+:20]([O-:22])=[O:21])=[CH:16][C:11]=1[C:12]([O:14]C)=[O:13].[OH-].[Na+].O.Cl. (2) Given the product [CH3:15][C:12]1[CH:11]=[CH:10][C:9]2[N:8]([CH2:16][CH:17]([C:19]3[CH:20]=[N:21][CH:22]=[CH:23][CH:24]=3)[OH:18])[C:7]3[CH2:25][CH2:26][NH:4][CH2:5][C:6]=3[C:14]=2[CH:13]=1, predict the reactants needed to synthesize it. The reactants are: C([N:4]1[CH2:26][CH2:25][C:7]2[N:8]([CH2:16][CH:17]([C:19]3[CH:20]=[N:21][CH:22]=[CH:23][CH:24]=3)[OH:18])[C:9]3[CH:10]=[CH:11][C:12]([CH3:15])=[CH:13][C:14]=3[C:6]=2[CH2:5]1)C=C.CN1C(=O)CC(=O)N(C)C1=O. (3) Given the product [CH2:16]([O:18][C:19](=[O:45])[CH:20]([NH:29][C:30]([C:32]1([NH:37][C:38]([O:40][C:41]([CH3:44])([CH3:43])[CH3:42])=[O:39])[CH2:36][CH2:35][CH2:34][CH2:33]1)=[O:31])[CH2:21][C:22]1[CH:27]=[CH:26][C:25]([O:6][S:3]([C:2]([F:15])([F:14])[F:1])(=[O:5])=[O:4])=[CH:24][CH:23]=1)[CH3:17], predict the reactants needed to synthesize it. The reactants are: [F:1][C:2]([F:15])([F:14])[S:3]([O:6]S(C(F)(F)F)(=O)=O)(=[O:5])=[O:4].[CH2:16]([O:18][C:19](=[O:45])[CH:20]([NH:29][C:30]([C:32]1([NH:37][C:38]([O:40][C:41]([CH3:44])([CH3:43])[CH3:42])=[O:39])[CH2:36][CH2:35][CH2:34][CH2:33]1)=[O:31])[CH2:21][C:22]1[CH:27]=[CH:26][C:25](O)=[CH:24][CH:23]=1)[CH3:17].N1C=CC=CC=1. (4) Given the product [CH3:17][C:18]1[CH:23]=[CH:22][N:21]=[CH:20][C:19]=1[N:24]1[CH2:28][CH2:27][N:26]([C:31]2[S:32][C:33]([CH3:36])=[CH:34][CH:35]=2)[C:25]1=[O:29], predict the reactants needed to synthesize it. The reactants are: N[C@@H]1CCCC[C@H]1N.P([O-])([O-])([O-])=O.[K+].[K+].[K+].[CH3:17][C:18]1[CH:23]=[CH:22][N:21]=[CH:20][C:19]=1[N:24]1[CH2:28][CH2:27][NH:26][C:25]1=[O:29].Br[C:31]1[S:32][C:33]([CH3:36])=[CH:34][CH:35]=1.